This data is from Forward reaction prediction with 1.9M reactions from USPTO patents (1976-2016). The task is: Predict the product of the given reaction. (1) Given the reactants [Cl:1][C:2]1[C:7]([F:8])=[C:6]([NH2:9])[CH:5]=[CH:4][N:3]=1.[Li+].C[Si]([N-][Si](C)(C)C)(C)C.[Cl:20][C:21]1[CH:29]=[C:28]([I:30])[CH:27]=[C:26]([F:31])[C:22]=1[C:23](Cl)=[O:24], predict the reaction product. The product is: [Cl:20][C:21]1[CH:29]=[C:28]([I:30])[CH:27]=[C:26]([F:31])[C:22]=1[C:23]([NH:9][C:6]1[CH:5]=[CH:4][N:3]=[C:2]([Cl:1])[C:7]=1[F:8])=[O:24]. (2) Given the reactants [C:1]([C:8]([O:10][CH2:11][CH3:12])=[O:9])#[C:2][C:3](OCC)=[O:4].[CH3:13][NH:14][NH2:15], predict the reaction product. The product is: [OH:4][C:3]1[CH:2]=[C:1]([C:8]([O:10][CH2:11][CH3:12])=[O:9])[N:14]([CH3:13])[N:15]=1. (3) Given the reactants CCO.[H-].[Al+3].[Li+].[H-].[H-].[H-].[Cl:10][C:11]1[CH:16]=[CH:15][C:14]([C:17]2([C:23]#[N:24])[CH2:22][CH2:21][NH:20][CH2:19][CH2:18]2)=[C:13](F)[CH:12]=1.O, predict the reaction product. The product is: [Cl:10][C:11]1[CH:16]=[C:15]2[NH:24][CH2:23][C:17]3([CH2:22][CH2:21][NH:20][CH2:19][CH2:18]3)[C:14]2=[CH:13][CH:12]=1. (4) The product is: [O:36]=[C:14]([C:21]1[CH:26]=[CH:25][C:24]([O:27][C:28]2[CH:33]=[CH:32][CH:31]=[CH:30][CH:29]=2)=[CH:23][CH:22]=1)[CH2:15][C:1]([O:5][CH2:6][CH3:7])=[O:8]. Given the reactants [C:1](=[O:8])([O:5][CH2:6][CH3:7])OCC.[H-].[Na+].ClC1C=C[C:15](C(N)=O)=[C:14]([C:21]2[CH:26]=[CH:25][C:24]([O:27][C:28]3[CH:33]=[CH:32][CH:31]=[CH:30][CH:29]=3)=[CH:23][CH:22]=2)N=1.CC(O)=[O:36].O, predict the reaction product. (5) Given the reactants [NH2:1][C:2]1[CH:7]=[C:6]([C:8](=[O:18])[NH:9][C@H:10]([C:12]2[CH:17]=[CH:16][CH:15]=[CH:14][CH:13]=2)[CH3:11])[CH:5]=[CH:4][C:3]=1[S:19][C:20]1[CH:25]=[CH:24][C:23]([NH:26][C:27](=[O:33])[O:28][C:29]([CH3:32])([CH3:31])[CH3:30])=[CH:22][CH:21]=1.Cl[C:35]1[C:44]2[C:39](=[CH:40][C:41]([CH:45]([CH3:47])[CH3:46])=[CH:42][CH:43]=2)[N:38]=[CH:37][N:36]=1, predict the reaction product. The product is: [CH:45]([C:41]1[CH:40]=[C:39]2[C:44]([C:35]([NH:1][C:2]3[CH:7]=[C:6]([C:8](=[O:18])[NH:9][C@H:10]([C:12]4[CH:13]=[CH:14][CH:15]=[CH:16][CH:17]=4)[CH3:11])[CH:5]=[CH:4][C:3]=3[S:19][C:20]3[CH:21]=[CH:22][C:23]([NH:26][C:27](=[O:33])[O:28][C:29]([CH3:32])([CH3:31])[CH3:30])=[CH:24][CH:25]=3)=[N:36][CH:37]=[N:38]2)=[CH:43][CH:42]=1)([CH3:47])[CH3:46]. (6) Given the reactants [CH3:1][O:2][C:3]1[CH:8]=[CH:7][C:6]([N:9]2[CH2:14][CH2:13][O:12][CH2:11][CH2:10]2)=[CH:5][C:4]=1[NH:15][C:16](=[S:20])[C:17]([OH:19])=[O:18].[OH-].[Na+].Cl, predict the reaction product. The product is: [CH3:1][O:2][C:3]1[C:4]2[N:15]=[C:16]([C:17]([OH:19])=[O:18])[S:20][C:5]=2[C:6]([N:9]2[CH2:10][CH2:11][O:12][CH2:13][CH2:14]2)=[CH:7][CH:8]=1. (7) Given the reactants Br[C:2]1[CH:3]=[C:4]([C:7](=[O:9])[CH3:8])[S:5][CH:6]=1.[CH2:10]([Sn](CCCC)(CCCC)C=C)[CH2:11]CC, predict the reaction product. The product is: [CH:10]([C:2]1[CH:3]=[C:4]([C:7](=[O:9])[CH3:8])[S:5][CH:6]=1)=[CH2:11]. (8) Given the reactants [C:1]([CH2:3][C:4]1([N:20]2[CH:24]=[C:23]([C:25]3[CH:30]=[CH:29][N:28]=[C:27]4[N:31](COCC[Si](C)(C)C)[CH:32]=[CH:33][C:26]=34)[CH:22]=[N:21]2)[CH2:7][N:6]([C:8]2[CH:19]=[CH:18][C:11]([C:12]([NH:14][CH:15]([CH3:17])[CH3:16])=[O:13])=[CH:10][CH:9]=2)[CH2:5]1)#[N:2].FC(F)(F)C(O)=O, predict the reaction product. The product is: [C:1]([CH2:3][C:4]1([N:20]2[CH:24]=[C:23]([C:25]3[CH:30]=[CH:29][N:28]=[C:27]4[NH:31][CH:32]=[CH:33][C:26]=34)[CH:22]=[N:21]2)[CH2:5][N:6]([C:8]2[CH:9]=[CH:10][C:11]([C:12]([NH:14][CH:15]([CH3:17])[CH3:16])=[O:13])=[CH:18][CH:19]=2)[CH2:7]1)#[N:2]. (9) The product is: [CH2:1]([CH:4]1[NH:8][C@H:7]([C:16]([O:18][CH2:19][C:20]2[CH:21]=[CH:22][CH:23]=[CH:24][CH:25]=2)=[O:17])[CH2:6][CH2:5]1)[CH:2]=[CH2:3]. Given the reactants [CH2:1]([CH:4]1[N:8](C(OC(C)(C)C)=O)[C@H:7]([C:16]([O:18][CH2:19][C:20]2[CH:25]=[CH:24][CH:23]=[CH:22][CH:21]=2)=[O:17])[CH2:6][CH2:5]1)[CH:2]=[CH2:3].FC(F)(F)C(O)=O.C(N(CC)CC)C, predict the reaction product. (10) Given the reactants P(OCCOC(N1C2C(=CC=CC=2)/C(=C/C2NC(C)=CC=2C)/C1=O)=O)(O)(O)=O.CO[O:31][P:32]([O:37][CH2:38][CH2:39][CH2:40][O:41][C:42]([N:44]1[C:52]2[C:47](=[CH:48][CH:49]=[CH:50][CH:51]=2)/[C:46](=[CH:53]/[C:54]2[NH:55][C:56]([CH3:60])=[CH:57][C:58]=2[CH3:59])/[C:45]1=[O:61])=[O:43])([O:34]OC)=[O:33], predict the reaction product. The product is: [P:32]([O:37][CH2:38][CH2:39][CH2:40][O:41][C:42]([N:44]1[C:52]2[C:47](=[CH:48][CH:49]=[CH:50][CH:51]=2)/[C:46](=[CH:53]/[C:54]2[NH:55][C:56]([CH3:60])=[CH:57][C:58]=2[CH3:59])/[C:45]1=[O:61])=[O:43])([OH:34])([OH:33])=[O:31].